From a dataset of Peptide-MHC class I binding affinity with 185,985 pairs from IEDB/IMGT. Regression. Given a peptide amino acid sequence and an MHC pseudo amino acid sequence, predict their binding affinity value. This is MHC class I binding data. (1) The peptide sequence is ATFSRPGSL. The MHC is HLA-A69:01 with pseudo-sequence HLA-A69:01. The binding affinity (normalized) is 0.0847. (2) The peptide sequence is TLYCVHQRI. The MHC is HLA-B08:01 with pseudo-sequence HLA-B08:01. The binding affinity (normalized) is 0.466. (3) The peptide sequence is KQFYIFNTH. The MHC is HLA-A02:19 with pseudo-sequence HLA-A02:19. The binding affinity (normalized) is 0.0847. (4) The peptide sequence is NMDPLNDNI. The binding affinity (normalized) is 0. The MHC is HLA-A68:02 with pseudo-sequence HLA-A68:02. (5) The peptide sequence is AVANCVRNL. The MHC is HLA-A68:01 with pseudo-sequence HLA-A68:01. The binding affinity (normalized) is 0. (6) The peptide sequence is RRPGNKTVLPV. The MHC is Mamu-B08 with pseudo-sequence Mamu-B08. The binding affinity (normalized) is 0.254. (7) The peptide sequence is KEGVSVTVT. The MHC is HLA-A02:01 with pseudo-sequence HLA-A02:01. The binding affinity (normalized) is 0. (8) The peptide sequence is SSMNSDAAY. The MHC is SLA-20401 with pseudo-sequence SLA-20401. The binding affinity (normalized) is 0.150. (9) The peptide sequence is IPMVTQIAM. The MHC is HLA-B53:01 with pseudo-sequence HLA-B53:01. The binding affinity (normalized) is 0.622. (10) The peptide sequence is QALSPRTLNAW. The MHC is HLA-A02:06 with pseudo-sequence HLA-A02:06. The binding affinity (normalized) is 0.